Task: Predict the reactants needed to synthesize the given product.. Dataset: Full USPTO retrosynthesis dataset with 1.9M reactions from patents (1976-2016) (1) Given the product [CH2:25]([NH:32][C:20](=[O:21])[CH2:19][CH:16]1[C:17](=[O:18])[N:13]([C:11]2[CH:10]=[N:9][N:8]([CH2:7][C:6]3[C:2]([CH3:1])=[N:3][O:4][C:5]=3[CH3:24])[CH:12]=2)[C:14](=[O:23])[NH:15]1)[C:26]1[CH:31]=[CH:30][CH:29]=[CH:28][CH:27]=1, predict the reactants needed to synthesize it. The reactants are: [CH3:1][C:2]1[C:6]([CH2:7][N:8]2[CH:12]=[C:11]([N:13]3[C:17](=[O:18])[CH:16]([CH2:19][C:20](O)=[O:21])[NH:15][C:14]3=[O:23])[CH:10]=[N:9]2)=[C:5]([CH3:24])[O:4][N:3]=1.[CH2:25]([NH2:32])[C:26]1[CH:31]=[CH:30][CH:29]=[CH:28][CH:27]=1. (2) Given the product [Br:17][C:18]1[CH:23]=[CH:22][C:21]([O:5][CH:4]([C:6]2[CH:11]=[CH:10][C:9]([C:12]([F:15])([F:14])[F:13])=[CH:8][CH:7]=2)[C:3]([OH:2])=[O:16])=[CH:20][CH:19]=1.[Br:17][C:18]1[CH:23]=[CH:22][C:21]([O:24][CH:4]([C:6]2[CH:7]=[CH:8][C:9]([C:12]([F:13])([F:14])[F:15])=[CH:10][CH:11]=2)[C:3]([NH:25][C:26]2[CH:31]=[CH:30][CH:29]=[CH:28][N:27]=2)=[O:16])=[CH:20][CH:19]=1, predict the reactants needed to synthesize it. The reactants are: C[O:2][C:3](=[O:16])[CH:4]([C:6]1[CH:11]=[CH:10][C:9]([C:12]([F:15])([F:14])[F:13])=[CH:8][CH:7]=1)[OH:5].[Br:17][C:18]1[CH:23]=[CH:22][C:21]([OH:24])=[CH:20][CH:19]=1.[NH2:25][C:26]1[CH:31]=[CH:30][CH:29]=[CH:28][N:27]=1. (3) Given the product [O:7]=[C:4]1[O:5][N:3]=[C:33]([C:28]2[CH:29]=[CH:30][CH:31]=[CH:32][C:27]=2[C:24]2[CH:23]=[CH:22][C:21]([CH2:20][C:19]3[C:14](=[O:13])[N:15]([CH:41]4[CH2:45][CH2:44][O:43][CH2:42]4)[C:16]4[N:17]([N:38]=[CH:39][N:40]=4)[C:18]=3[CH2:35][CH2:36][CH3:37])=[CH:26][CH:25]=2)[NH:34]1, predict the reactants needed to synthesize it. The reactants are: [Cl-].O[NH3+:3].[C:4](=[O:7])([O-])[OH:5].[Na+].CS(C)=O.[O:13]=[C:14]1[C:19]([CH2:20][C:21]2[CH:26]=[CH:25][C:24]([C:27]3[C:28]([C:33]#[N:34])=[CH:29][CH:30]=[CH:31][CH:32]=3)=[CH:23][CH:22]=2)=[C:18]([CH2:35][CH2:36][CH3:37])[N:17]2[N:38]=[CH:39][N:40]=[C:16]2[N:15]1[CH:41]1[CH2:45][CH2:44][O:43][CH2:42]1. (4) Given the product [CH3:1][O:2][C:3]([C:5]1[S:9][C:8]2[CH:10]=[C:11]([C:26]3[CH:31]=[CH:30][CH:29]=[CH:28][CH:27]=3)[CH:12]=[CH:13][C:7]=2[C:6]=1[O:15][CH2:16][C:17]([O:19][C:20]([CH3:23])([CH3:22])[CH3:21])=[O:18])=[O:4], predict the reactants needed to synthesize it. The reactants are: [CH3:1][O:2][C:3]([C:5]1[S:9][C:8]2[CH:10]=[C:11](Cl)[CH:12]=[CH:13][C:7]=2[C:6]=1[O:15][CH2:16][C:17]([O:19][C:20]([CH3:23])([CH3:22])[CH3:21])=[O:18])=[O:4].[F-].[K+].[C:26]1(B(O)O)[CH:31]=[CH:30][CH:29]=[CH:28][CH:27]=1. (5) Given the product [CH3:28][O:27][C:24]1[CH:25]=[CH:26][C:21]([NH:18][C:19]([N:12]2[CH2:13][CH:9]3[CH2:8][CH:7]([C:1]4[CH:2]=[CH:3][CH:4]=[CH:5][CH:6]=4)[CH2:14][CH:10]3[CH2:11]2)=[O:20])=[CH:22][CH:23]=1, predict the reactants needed to synthesize it. The reactants are: [C:1]1([CH:7]2[CH2:14][CH:10]3[CH2:11][NH:12][CH2:13][CH:9]3[CH2:8]2)[CH:6]=[CH:5][CH:4]=[CH:3][CH:2]=1.C(N)C.[N:18]([C:21]1[CH:26]=[CH:25][C:24]([O:27][CH3:28])=[CH:23][CH:22]=1)=[C:19]=[O:20]. (6) Given the product [CH3:17][C:15]1[CH:14]=[CH:13][CH:12]=[C:11]2[C:16]=1[C:8]([CH2:7][C:5]1[S:6][C:2]([C:46]3[CH:51]=[CH:50][CH:49]=[CH:48][N:47]=3)=[CH:3][CH:4]=1)=[CH:9][N:10]2[C@@H:18]1[O:35][C@H:34]([CH2:36][O:37][C:38](=[O:40])[CH3:39])[C@@H:29]([O:30][C:31](=[O:33])[CH3:32])[C@H:24]([O:25][C:26](=[O:28])[CH3:27])[C@H:19]1[O:20][C:21](=[O:23])[CH3:22], predict the reactants needed to synthesize it. The reactants are: Br[C:2]1[S:6][C:5]([CH2:7][C:8]2[C:16]3[C:11](=[CH:12][CH:13]=[CH:14][C:15]=3[CH3:17])[N:10]([C@@H:18]3[O:35][C@H:34]([CH2:36][O:37][C:38](=[O:40])[CH3:39])[C@@H:29]([O:30][C:31](=[O:33])[CH3:32])[C@H:24]([O:25][C:26](=[O:28])[CH3:27])[C@H:19]3[O:20][C:21](=[O:23])[CH3:22])[CH:9]=2)=[CH:4][CH:3]=1.C([Sn](CCCC)(CCCC)[C:46]1[CH:51]=[CH:50][CH:49]=[CH:48][N:47]=1)CCC.[F-].[K+]. (7) Given the product [C:58]([NH:57][CH2:56][CH2:55][C:53]1[CH:54]=[C:49]([F:48])[CH:50]=[CH:51][C:52]=1[O:61][CH2:32][CH2:31][O:30][CH:18]1[CH:17]([C:14]2[CH:13]=[CH:12][C:11]([O:10][CH2:9][CH2:8][CH2:7][O:6][CH2:5][C:4]3[CH:44]=[CH:45][CH:46]=[CH:47][C:3]=3[O:2][CH3:1])=[CH:16][CH:15]=2)[CH2:22][CH2:21][N:20]([C:23]([O:25][C:26]([CH3:27])([CH3:29])[CH3:28])=[O:24])[CH2:19]1)(=[O:60])[CH3:59], predict the reactants needed to synthesize it. The reactants are: [CH3:1][O:2][C:3]1[CH:47]=[CH:46][CH:45]=[CH:44][C:4]=1[CH2:5][O:6][CH2:7][CH2:8][CH2:9][O:10][C:11]1[CH:16]=[CH:15][C:14]([CH:17]2[CH2:22][CH2:21][N:20]([C:23]([O:25][C:26]([CH3:29])([CH3:28])[CH3:27])=[O:24])[CH2:19][CH:18]2[O:30][CH2:31][CH2:32]OS(C2C=CC(C)=CC=2)(=O)=O)=[CH:13][CH:12]=1.[F:48][C:49]1[CH:50]=[CH:51][C:52]([OH:61])=[C:53]([CH2:55][CH2:56][NH:57][C:58](=[O:60])[CH3:59])[CH:54]=1. (8) Given the product [O:7]1[C:11]2([CH2:16][CH2:15][CH:14]([CH2:17][CH2:18][OH:19])[CH2:13][CH2:12]2)[O:10][CH2:9][CH2:8]1, predict the reactants needed to synthesize it. The reactants are: [H-].[Al+3].[Li+].[H-].[H-].[H-].[O:7]1[C:11]2([CH2:16][CH2:15][CH:14]([CH2:17][C:18](OC)=[O:19])[CH2:13][CH2:12]2)[O:10][CH2:9][CH2:8]1.O. (9) Given the product [CH3:20][O:21][CH2:22][CH2:23][CH2:24][CH2:25][C:4]([C@@H:6]1[O:11][CH2:10][CH2:9][N:8]([C:12]([O:14][C:15]([CH3:16])([CH3:17])[CH3:18])=[O:13])[CH2:7]1)=[O:5], predict the reactants needed to synthesize it. The reactants are: CON(C)[C:4]([C@@H:6]1[O:11][CH2:10][CH2:9][N:8]([C:12]([O:14][C:15]([CH3:18])([CH3:17])[CH3:16])=[O:13])[CH2:7]1)=[O:5].[CH3:20][O:21][CH2:22][CH2:23][CH2:24][CH2:25][Mg]Cl.